Task: Predict which catalyst facilitates the given reaction.. Dataset: Catalyst prediction with 721,799 reactions and 888 catalyst types from USPTO (1) Reactant: [CH3:1][O:2][C:3]1[CH:8]=[C:7]([N+:9]([O-:11])=[O:10])[CH:6]=[CH:5][C:4]=1[CH2:12][C:13]([OH:15])=[O:14].[CH3:16][Si](C=[N+]=[N-])(C)C. Product: [CH3:1][O:2][C:3]1[CH:8]=[C:7]([N+:9]([O-:11])=[O:10])[CH:6]=[CH:5][C:4]=1[CH2:12][C:13]([O:15][CH3:16])=[O:14]. The catalyst class is: 138. (2) Reactant: [Cl:1][C:2]1[CH:7]=[CH:6][CH:5]=[C:4]([Cl:8])[C:3]=1[C:9](=[O:20])[C:10]([NH:12][CH2:13][C:14]1[CH:19]=[CH:18][CH:17]=[CH:16][N:15]=1)=O. Product: [Cl:1][C:2]1[CH:7]=[CH:6][CH:5]=[C:4]([Cl:8])[C:3]=1[C:9]([C:10]1[N:15]2[CH:16]=[CH:17][CH:18]=[CH:19][C:14]2=[CH:13][N:12]=1)=[O:20]. The catalyst class is: 265.